From a dataset of Catalyst prediction with 721,799 reactions and 888 catalyst types from USPTO. Predict which catalyst facilitates the given reaction. The catalyst class is: 2. Product: [CH3:12][N:13]1[CH2:18][CH2:17][N:16]([CH2:19][CH2:20][CH2:21][S:22]([C:25]2[CH:34]=[CH:33][C:28]3[N:29]=[C:30]([NH:32][C:2](=[O:3])[O:4][C:5]4[CH:10]=[CH:9][C:8]([F:11])=[CH:7][CH:6]=4)[S:31][C:27]=3[CH:26]=2)(=[O:23])=[O:24])[CH2:15][CH2:14]1. Reactant: Cl[C:2]([O:4][C:5]1[CH:10]=[CH:9][C:8]([F:11])=[CH:7][CH:6]=1)=[O:3].[CH3:12][N:13]1[CH2:18][CH2:17][N:16]([CH2:19][CH2:20][CH2:21][S:22]([C:25]2[CH:34]=[CH:33][C:28]3[N:29]=[C:30]([NH2:32])[S:31][C:27]=3[CH:26]=2)(=[O:24])=[O:23])[CH2:15][CH2:14]1.CCN(C(C)C)C(C)C.